Dataset: Reaction yield outcomes from USPTO patents with 853,638 reactions. Task: Predict the reaction yield, written as a fraction of the theoretical maximum amount of product (1.0 means a 100% yield; for example, 0.34 means a 34% yield). (1) The reactants are [C:1](O)(C(F)(F)F)=O.[Zn](CC)CC.C(I)I.[Br:16][C:17]1[CH:18]=[N:19][N:20]([C:22]([CH3:24])=[CH2:23])[CH:21]=1. The catalyst is C(Cl)Cl. The product is [Br:16][C:17]1[CH:18]=[N:19][N:20]([C:22]2([CH3:1])[CH2:24][CH2:23]2)[CH:21]=1. The yield is 0.150. (2) The reactants are [C:1]([C:3]1[C:4]([NH2:9])=[N:5][CH:6]=[CH:7][CH:8]=1)#[CH:2].[O:10]1[CH:14]=[CH:13][CH:12]=[C:11]1[CH2:15][CH2:16][C:17]1[CH:22]=[CH:21][C:20]([CH2:23][C:24](Cl)=[N:25][OH:26])=[CH:19][CH:18]=1.C(N(CC)CC)C. The catalyst is O1CCCC1. The product is [O:10]1[CH:14]=[CH:13][CH:12]=[C:11]1[CH2:15][CH2:16][C:17]1[CH:22]=[CH:21][C:20]([CH2:23][C:24]2[CH:2]=[C:1]([C:3]3[C:4]([NH2:9])=[N:5][CH:6]=[CH:7][CH:8]=3)[O:26][N:25]=2)=[CH:19][CH:18]=1. The yield is 0.408. (3) The product is [Cl:36][C:37]1[CH:42]=[CH:41][C:40]([CH:43]2[CH2:44][CH2:45][N:46]([CH2:2][C:3]3[CH:12]=[N:11][C:10]4[N:9]5[CH2:13][CH2:14][S:15][CH2:16][CH:8]5[C:7](=[O:17])[NH:6][C:5]=4[CH:4]=3)[CH2:47][CH2:48]2)=[CH:39][CH:38]=1. The catalyst is C(#N)CC.O. The reactants are O[CH2:2][C:3]1[CH:12]=[N:11][C:10]2[N:9]3[CH2:13][CH2:14][S:15][CH2:16][CH:8]3[C:7](=[O:17])[NH:6][C:5]=2[CH:4]=1.[I-].C(C[P+](C)(C)C)#N.C(N(C(C)C)C(C)C)C.Cl.[Cl:36][C:37]1[CH:42]=[CH:41][C:40]([CH:43]2[CH2:48][CH2:47][NH:46][CH2:45][CH2:44]2)=[CH:39][CH:38]=1. The yield is 0.560. (4) The reactants are [Cl:1][C:2]1[CH:7]=[CH:6][C:5]([S:8]([N:11](COC)[C:12]2[C:13]([C:19]([C:21]3[C:22]4[CH:29]=[N:28][NH:27][C:23]=4[N:24]=[CH:25][CH:26]=3)=[O:20])=[N:14][CH:15]=[C:16]([CH3:18])[CH:17]=2)(=[O:10])=[O:9])=[CH:4][C:3]=1[C:33]([F:36])([F:35])[F:34].O. The catalyst is Cl.O1CCOCC1. The product is [Cl:1][C:2]1[CH:7]=[CH:6][C:5]([S:8]([NH:11][C:12]2[C:13]([C:19]([C:21]3[C:22]4[CH:29]=[N:28][NH:27][C:23]=4[N:24]=[CH:25][CH:26]=3)=[O:20])=[N:14][CH:15]=[C:16]([CH3:18])[CH:17]=2)(=[O:9])=[O:10])=[CH:4][C:3]=1[C:33]([F:35])([F:34])[F:36]. The yield is 0.630. (5) The reactants are [CH2:1]([O:5][C:6]1[CH:7]=[C:8](/[CH:13]=[C:14](\[O:19][CH3:20])/[C:15]([O:17][CH3:18])=[O:16])[CH:9]=[CH:10][C:11]=1[OH:12])[CH2:2][CH2:3][CH3:4].C(N(CC)CC)C.[S:28](O[S:28]([C:31]([F:34])([F:33])[F:32])(=[O:30])=[O:29])([C:31]([F:34])([F:33])[F:32])(=[O:30])=[O:29].C(=O)([O-])O.[Na+]. The catalyst is ClCCl. The product is [CH3:20][O:19]/[C:14](=[CH:13]\[C:8]1[CH:9]=[CH:10][C:11]([O:12][S:28]([C:31]([F:34])([F:33])[F:32])(=[O:30])=[O:29])=[C:6]([O:5][CH2:1][CH2:2][CH2:3][CH3:4])[CH:7]=1)/[C:15]([O:17][CH3:18])=[O:16]. The yield is 0.930.